From a dataset of Reaction yield outcomes from USPTO patents with 853,638 reactions. Predict the reaction yield, written as a fraction of the theoretical maximum amount of product (1.0 means a 100% yield; for example, 0.34 means a 34% yield). (1) The reactants are Br[C:2]1[N:3]=[C:4]([C:11]([C:13]2[CH:18]=[CH:17][CH:16]=[CH:15][C:14]=2[C:19]([F:22])([F:21])[F:20])=[O:12])[N:5]2[CH2:10][CH2:9][CH2:8][CH2:7][C:6]=12.[CH3:23][O:24][C:25]([C:27]1[CH:32]=[CH:31][C:30](B(O)O)=[CH:29][CH:28]=1)=[O:26].[O-]P([O-])([O-])=O.[K+].[K+].[K+]. The catalyst is CC#N.C1C=CC(P(C2C=CC=CC=2)[C-]2C=CC=C2)=CC=1.C1C=CC(P(C2C=CC=CC=2)[C-]2C=CC=C2)=CC=1.Cl[Pd]Cl.[Fe+2]. The product is [F:20][C:19]([F:22])([F:21])[C:14]1[CH:15]=[CH:16][CH:17]=[CH:18][C:13]=1[C:11]([C:4]1[N:5]2[CH2:10][CH2:9][CH2:8][CH2:7][C:6]2=[C:2]([C:30]2[CH:31]=[CH:32][C:27]([C:25]([O:24][CH3:23])=[O:26])=[CH:28][CH:29]=2)[N:3]=1)=[O:12]. The yield is 0.500. (2) The reactants are C[O:2][C:3]([C:5]1[N:6]=[C:7]2[C:15](=[CH:16][CH:17]=1)[CH2:14][C@H:13]1[N:8]2[C@H:9]([CH3:25])[CH2:10][N:11]([C:18]([O:20][C:21]([CH3:24])([CH3:23])[CH3:22])=[O:19])[CH2:12]1)=O.[H-].C([Al+]CC(C)C)C(C)C. The catalyst is O1CCCC1. The product is [C:21]([O:20][C:18]([N:11]1[CH2:10][C@@H:9]([CH3:25])[N:8]2[C@H:13]([CH2:14][C:15]3[C:7]2=[N:6][C:5]([CH2:3][OH:2])=[CH:17][CH:16]=3)[CH2:12]1)=[O:19])([CH3:23])([CH3:22])[CH3:24]. The yield is 0.673. (3) The product is [CH3:3][O:4][C@@H:5]([CH2:9][C:10]1[C:15]2[S:16][CH:17]=[CH:18][C:14]=2[C:13]([O:19][CH2:20][CH2:21][C:22]2[N:23]=[C:24]([C:28]3[CH:33]=[CH:32][CH:31]=[CH:30][CH:29]=3)[O:25][C:26]=2[CH3:27])=[CH:12][CH:11]=1)[C:6]([OH:8])=[O:7]. The catalyst is C(OCC)(=O)C.O.O1CCCC1.CO. The yield is 0.790. The reactants are O=O.[CH3:3][O:4]/[C:5](=[CH:9]\[C:10]1[C:15]2[S:16][CH:17]=[CH:18][C:14]=2[C:13]([O:19][CH2:20][CH2:21][C:22]2[N:23]=[C:24]([C:28]3[CH:33]=[CH:32][CH:31]=[CH:30][CH:29]=3)[O:25][C:26]=2[CH3:27])=[CH:12][CH:11]=1)/[C:6]([OH:8])=[O:7].C1([C@@H](N)C)C=CC=CC=1.[H][H].Cl.